Dataset: Forward reaction prediction with 1.9M reactions from USPTO patents (1976-2016). Task: Predict the product of the given reaction. (1) The product is: [F:1][C:2]1([F:14])[CH2:13][CH2:12][C:5](=[O:17])[CH2:4][CH2:3]1. Given the reactants [F:1][C:2]1([F:14])[CH2:13][CH2:12][C:5]2(C(=O)CCC2=O)[CH2:4][CH2:3]1.CC(C)=[O:17], predict the reaction product. (2) The product is: [CH3:22][N:19]1[CH2:20][CH2:21][C:9]2[N:8]([C:4]3[CH:5]=[CH:6][CH:7]=[C:2]([C:26]4[S:27][CH:28]=[C:24]([CH3:23])[CH:25]=4)[CH:3]=3)[C:16]3[CH:15]=[CH:14][C:13]([CH3:17])=[CH:12][C:11]=3[C:10]=2[CH2:18]1. Given the reactants Br[C:2]1[CH:3]=[C:4]([N:8]2[C:16]3[CH:15]=[CH:14][C:13]([CH3:17])=[CH:12][C:11]=3[C:10]3[CH2:18][N:19]([CH3:22])[CH2:20][CH2:21][C:9]2=3)[CH:5]=[CH:6][CH:7]=1.[CH3:23][C:24]1[CH:25]=[C:26](B2OC(C)(C)C(C)(C)O2)[S:27][CH:28]=1.C([O-])([O-])=O.[K+].[K+], predict the reaction product. (3) Given the reactants [Br:1][C:2]1C=[CH:13][C:12]2[C:11]3[C:6](=[CH:7][CH:8]=[CH:9][CH:10]=3)[CH2:5][C:4]=2[CH:3]=1.[CH3:15][C:16]([CH3:19])([O-:18])C.[K+].BrC[CH2:23][O:24]C.[CH3:26]N(C)C=O, predict the reaction product. The product is: [Br:1][CH2:2][CH2:3][C:4]1[C:15]2[C:16]([O:24][CH3:23])([O:18][CH3:26])[C:19]3[C:9](=[CH:10][CH:11]=[CH:12][CH:13]=3)[C:8]=2[CH:7]=[CH:6][CH:5]=1. (4) Given the reactants [Cl:1][CH2:2][C:3]([NH:5][C:6]1[N:10]([CH:11]2[CH2:15][CH2:14][CH2:13][CH2:12]2)[CH:9]=[N:8][C:7]=1[C:16]([NH2:18])=[O:17])=O.C(=O)(O)[O-].[Na+], predict the reaction product. The product is: [Cl:1][CH2:2][C:3]1[NH:18][C:16](=[O:17])[C:7]2[N:8]=[CH:9][N:10]([CH:11]3[CH2:15][CH2:14][CH2:13][CH2:12]3)[C:6]=2[N:5]=1. (5) Given the reactants [Br:1][C:2]1[CH:7]=[C:6](Cl)[CH:5]=[CH:4][N:3]=1.C[O:10][C:11](=[O:19])[C:12]1[CH:17]=[CH:16][CH:15]=[C:14]([OH:18])[CH:13]=1.C(=O)([O-])[O-].[Cs+].[Cs+].[OH-].[Na+], predict the reaction product. The product is: [Br:1][C:2]1[CH:7]=[C:6]([O:18][C:14]2[CH:13]=[C:12]([CH:17]=[CH:16][CH:15]=2)[C:11]([OH:19])=[O:10])[CH:5]=[CH:4][N:3]=1. (6) The product is: [NH2:1][C:2]1[C:11]([I:12])=[CH:10][C:9]([O:28][C:29]([F:32])([F:31])[F:30])=[CH:8][C:3]=1[C:4]([O:6][CH3:7])=[O:5]. Given the reactants [NH2:1][C:2]1[C:11]([I:12])=[CH:10][C:9](C(F)(F)F)=[CH:8][C:3]=1[C:4]([O:6][CH3:7])=[O:5].NC1C=CC([O:28][C:29]([F:32])([F:31])[F:30])=CC=1C(OC)=O, predict the reaction product. (7) Given the reactants [F:1][C:2]1[CH:3]=[C:4]([C:9]2[C:17]3[C:12](=[CH:13][C:14]([OH:18])=[CH:15][CH:16]=3)[C:11](=[O:19])[C:10]=2[C:20]2[CH:21]=[N:22][CH:23]=[CH:24][CH:25]=2)[CH:5]=[C:6]([F:8])[CH:7]=1.BrC1[C:28](=[O:43])[C:29]2[C:34]([C:35]=1[C:36]1C=CC=CC=1)=[CH:33][CH:32]=C(O)C=2.O1CCC(CCO)CC1.C1C=CC(P(C2C=CC=CC=2)C2C=CC=CC=2)=CC=1.CC(OC(/N=N/C(OC(C)C)=O)=O)C, predict the reaction product. The product is: [F:8][C:6]1[CH:5]=[C:4]([C:9]2[C:17]3[C:12](=[CH:13][C:14]([O:18][CH2:32][CH2:33][CH:34]4[CH2:29][CH2:28][O:43][CH2:36][CH2:35]4)=[CH:15][CH:16]=3)[C:11](=[O:19])[C:10]=2[C:20]2[CH:21]=[N:22][CH:23]=[CH:24][CH:25]=2)[CH:3]=[C:2]([F:1])[CH:7]=1. (8) Given the reactants Br[C:2]1[CH:7]=[C:6]([CH3:8])[CH:5]=[C:4]([CH3:9])[CH:3]=1.[Cl:10][C:11]1[N:16]=[C:15]([NH2:17])[C:14]([CH3:18])=[CH:13][N:12]=1.CC1(C)C2C(=C(P(C3C=CC=CC=3)C3C=CC=CC=3)C=CC=2)OC2C(P(C3C=CC=CC=3)C3C=CC=CC=3)=CC=CC1=2.CC(C)([O-])C.[K+], predict the reaction product. The product is: [Cl:10][C:11]1[N:16]=[C:15]([NH:17][C:2]2[CH:7]=[C:6]([CH3:8])[CH:5]=[C:4]([CH3:9])[CH:3]=2)[C:14]([CH3:18])=[CH:13][N:12]=1.